From a dataset of Forward reaction prediction with 1.9M reactions from USPTO patents (1976-2016). Predict the product of the given reaction. (1) Given the reactants [CH3:1][C:2]([CH3:16])([CH3:15])[C:3]#[C:4][C:5]1[CH:6]=[CH:7][C:8]([C:11]([O:13]C)=[O:12])=[N:9][CH:10]=1.[OH-].[Li+].CO, predict the reaction product. The product is: [CH3:1][C:2]([CH3:16])([CH3:15])[C:3]#[C:4][C:5]1[CH:6]=[CH:7][C:8]([C:11]([OH:13])=[O:12])=[N:9][CH:10]=1. (2) Given the reactants C[C:2]1([C:8]([OH:10])=O)[CH2:7][CH2:6][NH:5][CH2:4][CH2:3]1.Cl.[F:12][C:13]([F:37])([F:36])[C:14]1[CH:15]=[C:16]([CH:29]=[C:30]([C:32]([F:35])([F:34])[F:33])[CH:31]=1)[CH2:17][O:18][CH2:19][CH:20]([C:23]1[CH:28]=[CH:27][CH:26]=[CH:25][CH:24]=1)[CH2:21][NH2:22].[CH2:38](N(CC)CC)C.CCN=C=NCCCN(C)C.Cl, predict the reaction product. The product is: [F:12][C:13]([F:36])([F:37])[C:14]1[CH:15]=[C:16]([CH:29]=[C:30]([C:32]([F:34])([F:33])[F:35])[CH:31]=1)[CH2:17][O:18][CH2:19][CH:20]([C:23]1[CH:28]=[CH:27][CH:26]=[CH:25][CH:24]=1)[CH2:21][NH:22][C:8]([CH:2]1[CH2:3][CH2:4][N:5]([CH3:38])[CH2:6][CH2:7]1)=[O:10]. (3) Given the reactants [BH4-].[Na+].O.[CH2:4]([O:6][CH:7]([O:21][CH2:22][CH3:23])[CH2:8]/[N:9]=[CH:10]/[C:11]1[CH:16]=[CH:15][CH:14]=[C:13]([O:17][CH2:18][CH3:19])[C:12]=1[OH:20])[CH3:5], predict the reaction product. The product is: [CH2:4]([O:6][CH:7]([O:21][CH2:22][CH3:23])[CH2:8][NH:9][CH2:10][C:11]1[CH:16]=[CH:15][CH:14]=[C:13]([O:17][CH2:18][CH3:19])[C:12]=1[OH:20])[CH3:5]. (4) Given the reactants [CH3:1][O:2][CH2:3][CH2:4][CH2:5][CH2:6][N:7]1[C:11]2[CH2:12][CH2:13][CH2:14][CH2:15][C:10]=2[N:9]=[CH:8]1.C(N(CC)CC)C.[C:23](Cl)(=[O:26])[O:24][CH3:25].C(=O)(O)[O-].[Na+], predict the reaction product. The product is: [CH3:1][O:2][CH2:3][CH2:4][CH2:5][CH2:6][N:7]1[C:11]2[CH2:12][CH2:13][CH2:14][CH2:15][C:10]=2[N:9]=[C:8]1[C:23]([O:24][CH3:25])=[O:26]. (5) Given the reactants Cl.Cl.[C:3]1([CH2:9][N:10]2[CH2:15][CH2:14][CH:13]([NH:16][CH2:17][CH3:18])[CH2:12][CH2:11]2)[CH:8]=[CH:7][CH:6]=[CH:5][CH:4]=1.CCN(C(C)C)C(C)C.[CH3:28][S:29]([C:32]1[CH:37]=[CH:36][C:35]([CH2:38][C:39]([OH:41])=O)=[CH:34][CH:33]=1)(=[O:31])=[O:30].C1(N=C=NC2CCCCC2)CCCCC1, predict the reaction product. The product is: [C:3]1([CH2:9][N:10]2[CH2:15][CH2:14][CH:13]([N:16]([CH2:17][CH3:18])[C:39](=[O:41])[CH2:38][C:35]3[CH:34]=[CH:33][C:32]([S:29]([CH3:28])(=[O:30])=[O:31])=[CH:37][CH:36]=3)[CH2:12][CH2:11]2)[CH:4]=[CH:5][CH:6]=[CH:7][CH:8]=1. (6) Given the reactants [F:1][C:2]1[CH:7]=[CH:6][C:5]([N:8]2[C:16]3[C:11](=[CH:12][C:13]([CH:17]([C:22]4[CH:27]=[CH:26][CH:25]=[CH:24][CH:23]=4)[CH2:18][C:19](O)=[O:20])=[CH:14][CH:15]=3)[CH:10]=[N:9]2)=[CH:4][CH:3]=1.[NH2:28][C:29]1[S:30][CH:31]=[N:32][N:33]=1, predict the reaction product. The product is: [F:1][C:2]1[CH:3]=[CH:4][C:5]([N:8]2[C:16]3[C:11](=[CH:12][C:13]([CH:17]([C:22]4[CH:23]=[CH:24][CH:25]=[CH:26][CH:27]=4)[CH2:18][C:19]([NH:28][C:29]4[S:30][CH:31]=[N:32][N:33]=4)=[O:20])=[CH:14][CH:15]=3)[CH:10]=[N:9]2)=[CH:6][CH:7]=1. (7) Given the reactants [Cl:1][C:2]1[CH:7]=[C:6]([C:8]2[CH:13]=[CH:12][CH:11]=[CH:10][CH:9]=2)[CH:5]=[CH:4][C:3]=1[OH:14].C([O:17][C:18]([C:20]1[N:21]=[C:22]([CH2:25]Br)[S:23][CH:24]=1)=[O:19])C, predict the reaction product. The product is: [Cl:1][C:2]1[CH:7]=[C:6]([C:8]2[CH:13]=[CH:12][CH:11]=[CH:10][CH:9]=2)[CH:5]=[CH:4][C:3]=1[O:14][CH2:25][C:22]1[S:23][CH:24]=[C:20]([C:18]([OH:19])=[O:17])[N:21]=1. (8) Given the reactants O=P(Cl)(Cl)Cl.CN([CH:9]=[O:10])C.[CH2:11]([C:13]1[NH:17][CH:16]=[C:15]([C:18]#[N:19])[CH:14]=1)[CH3:12].C([O-])(=O)C.[Na+], predict the reaction product. The product is: [CH2:11]([C:13]1[NH:17][C:16]([CH:9]=[O:10])=[C:15]([C:18]#[N:19])[CH:14]=1)[CH3:12]. (9) The product is: [Br:14][C:15]1[CH:20]=[CH:19][CH:18]=[C:17]([CH2:21][O:4][CH2:3][C:2]([F:11])([F:1])[C:5]2[CH:6]=[CH:7][CH:8]=[CH:9][CH:10]=2)[CH:16]=1. Given the reactants [F:1][C:2]([F:11])([C:5]1[CH:10]=[CH:9][CH:8]=[CH:7][CH:6]=1)[CH2:3][OH:4].[H-].[Na+].[Br:14][C:15]1[CH:20]=[CH:19][CH:18]=[C:17]([CH2:21]Br)[CH:16]=1, predict the reaction product. (10) Given the reactants [CH2:1]([N:8]1[C:13]2[CH:14]=[C:15]([CH2:18][C:19]3[CH:20]=[C:21]([C:28]4(OC)[C@H:33]([OH:34])[C@@H:32]([OH:35])[C@H:31]([OH:36])[C@@H:30]([CH2:37][OH:38])[O:29]4)[CH:22]=[CH:23][C:24]=3[CH:25]([CH3:27])[CH3:26])[CH:16]=[CH:17][C:12]=2[O:11][CH2:10][CH2:9]1)[C:2]1[CH:7]=[CH:6][CH:5]=[CH:4][CH:3]=1.C([SiH](CC)CC)C.B(F)(F)F, predict the reaction product. The product is: [CH2:1]([N:8]1[C:13]2[CH:14]=[C:15]([CH2:18][C:19]3[CH:20]=[C:21]([C@H:28]4[C@H:33]([OH:34])[C@@H:32]([OH:35])[C@H:31]([OH:36])[C@@H:30]([CH2:37][OH:38])[O:29]4)[CH:22]=[CH:23][C:24]=3[CH:25]([CH3:27])[CH3:26])[CH:16]=[CH:17][C:12]=2[O:11][CH2:10][CH2:9]1)[C:2]1[CH:7]=[CH:6][CH:5]=[CH:4][CH:3]=1.